Regression. Given two drug SMILES strings and cell line genomic features, predict the synergy score measuring deviation from expected non-interaction effect. From a dataset of NCI-60 drug combinations with 297,098 pairs across 59 cell lines. (1) Drug 1: C1=CC(=CC=C1CC(C(=O)O)N)N(CCCl)CCCl.Cl. Drug 2: C1=NC2=C(N=C(N=C2N1C3C(C(C(O3)CO)O)F)Cl)N. Cell line: SK-MEL-28. Synergy scores: CSS=17.0, Synergy_ZIP=-10.5, Synergy_Bliss=-1.96, Synergy_Loewe=-21.2, Synergy_HSA=-3.66. (2) Drug 1: CCN(CC)CCNC(=O)C1=C(NC(=C1C)C=C2C3=C(C=CC(=C3)F)NC2=O)C. Drug 2: CS(=O)(=O)CCNCC1=CC=C(O1)C2=CC3=C(C=C2)N=CN=C3NC4=CC(=C(C=C4)OCC5=CC(=CC=C5)F)Cl. Cell line: OVCAR3. Synergy scores: CSS=32.0, Synergy_ZIP=8.37, Synergy_Bliss=9.16, Synergy_Loewe=9.14, Synergy_HSA=11.6. (3) Drug 1: C1=C(C(=O)NC(=O)N1)F. Drug 2: CC1C(C(CC(O1)OC2CC(CC3=C2C(=C4C(=C3O)C(=O)C5=C(C4=O)C(=CC=C5)OC)O)(C(=O)CO)O)N)O.Cl. Cell line: SK-MEL-2. Synergy scores: CSS=56.5, Synergy_ZIP=-0.903, Synergy_Bliss=-1.94, Synergy_Loewe=-9.77, Synergy_HSA=-0.797. (4) Drug 1: C1=NC2=C(N1)C(=S)N=C(N2)N. Drug 2: C1CNP(=O)(OC1)N(CCCl)CCCl. Cell line: MCF7. Synergy scores: CSS=27.2, Synergy_ZIP=-0.448, Synergy_Bliss=-2.29, Synergy_Loewe=-29.7, Synergy_HSA=-3.10.